Dataset: Catalyst prediction with 721,799 reactions and 888 catalyst types from USPTO. Task: Predict which catalyst facilitates the given reaction. (1) The catalyst class is: 8. Reactant: [N:1]1([C:10]2[S:14][C:13]([C:15](=O)[CH2:16][CH2:17][CH2:18][CH3:19])=[CH:12][CH:11]=2)[C:5]2[CH:6]=[CH:7][CH:8]=[CH:9][C:4]=2[N:3]=[CH:2]1.Cl.[CH3:22][O:23][NH2:24].N1C=CC=CC=1. Product: [CH3:22][O:23][N:24]=[C:15]([C:13]1[S:14][C:10]([N:1]2[C:5]3[CH:6]=[CH:7][CH:8]=[CH:9][C:4]=3[N:3]=[CH:2]2)=[CH:11][CH:12]=1)[CH2:16][CH2:17][CH2:18][CH3:19]. (2) Reactant: C([Si](C)(C)[O:6][CH2:7][CH:8]([C:26](C)(C)[O:27][SiH2]C(C)(C)C)[CH2:9][O:10][C:11]1[C:18]([C:19]2[S:20][CH:21]=[CH:22][CH:23]=2)=[CH:17][C:14]([CH:15]=[O:16])=[C:13]([O:24][CH3:25])[CH:12]=1)(C)(C)C.[F-].C([N+](CCCC)(CCCC)CCCC)CCC. Product: [OH:6][CH2:7][CH:8]([CH2:26][OH:27])[CH2:9][O:10][C:11]1[C:18]([C:19]2[S:20][CH:21]=[CH:22][CH:23]=2)=[CH:17][C:14]([CH:15]=[O:16])=[C:13]([O:24][CH3:25])[CH:12]=1. The catalyst class is: 54. (3) Reactant: [CH2:1]([N:8]1[C:20]2[C:19]([O:21][CH2:22][CH3:23])=[CH:18][CH:17]=[C:16]([C:24]([O:26]C3C=CC([N+]([O-])=O)=CC=3)=O)[C:15]=2[C:14]2[C:9]1=[CH:10][CH:11]=[C:12]([Cl:36])[CH:13]=2)[C:2]1[CH:7]=[CH:6][CH:5]=[CH:4][CH:3]=1.[Cl:37][C:38]1[CH:39]=[N:40][CH:41]=[C:42]([Cl:45])[C:43]=1[NH2:44].[H-].[Na+].Cl. Product: [Cl:37][C:38]1[CH:39]=[N:40][CH:41]=[C:42]([Cl:45])[C:43]=1[NH:44][C:24]([C:16]1[C:15]2[C:14]3[C:9](=[CH:10][CH:11]=[C:12]([Cl:36])[CH:13]=3)[N:8]([CH2:1][C:2]3[CH:3]=[CH:4][CH:5]=[CH:6][CH:7]=3)[C:20]=2[C:19]([O:21][CH2:22][CH3:23])=[CH:18][CH:17]=1)=[O:26]. The catalyst class is: 3. (4) Reactant: [Cl:1][C:2]1[C:3]([C:10]([CH3:14])([CH3:13])[C:11]#[N:12])=[N:4][CH:5]=[C:6]([CH:8]=O)[CH:7]=1.[C:15]([CH:20]=P(C1C=CC=CC=1)(C1C=CC=CC=1)C1C=CC=CC=1)([O:17][CH2:18][CH3:19])=[O:16]. Product: [CH2:18]([O:17][C:15](=[O:16])[CH:20]=[CH:8][C:6]1[CH:5]=[N:4][C:3]([C:10]([C:11]#[N:12])([CH3:14])[CH3:13])=[C:2]([Cl:1])[CH:7]=1)[CH3:19]. The catalyst class is: 1. (5) Reactant: Br[C:2]1[C:3]([NH:14][C:15]2[C:24]3[C:19](=[CH:20][C:21]([F:26])=[CH:22][C:23]=3[F:25])[N:18]=[C:17]([C:27]3[CH:32]=[CH:31][CH:30]=[CH:29][N:28]=3)[C:16]=2[CH3:33])=[CH:4][C:5]([N:8]2[CH2:13][CH2:12][O:11][CH2:10][CH2:9]2)=[N:6][CH:7]=1.[CH3:34][C:35]1([CH3:47])[CH2:37][CH:36]1B1OC(C)(C)C(C)(C)O1.C1(P(C2CCCCC2)C2CCCCC2)CCCCC1.[O-]P([O-])([O-])=O.[K+].[K+].[K+]. Product: [CH3:34][C:35]1([CH3:47])[CH2:37][CH:36]1[C:2]1[C:3]([NH:14][C:15]2[C:24]3[C:19](=[CH:20][C:21]([F:26])=[CH:22][C:23]=3[F:25])[N:18]=[C:17]([C:27]3[CH:32]=[CH:31][CH:30]=[CH:29][N:28]=3)[C:16]=2[CH3:33])=[CH:4][C:5]([N:8]2[CH2:13][CH2:12][O:11][CH2:10][CH2:9]2)=[N:6][CH:7]=1. The catalyst class is: 552.